The task is: Predict the product of the given reaction.. This data is from Forward reaction prediction with 1.9M reactions from USPTO patents (1976-2016). (1) Given the reactants [Cl:1][C:2]1[CH:7]=[CH:6][C:5]([S:8]([NH:11][C:12]([C:14]2[C:23]3[CH2:22][CH2:21][CH2:20][C:19]4[CH:24]=[C:25]([Cl:28])[CH:26]=[CH:27][C:18]=4[C:17]=3[N:16]([C:29]3[CH:34]=[CH:33][C:32]([Cl:35])=[CH:31][C:30]=3[Cl:36])[N:15]=2)=O)(=[O:10])=[O:9])=[CH:4][CH:3]=1.P(Cl)(Cl)(Cl)(Cl)Cl.[CH3:43][NH2:44], predict the reaction product. The product is: [Cl:1][C:2]1[CH:7]=[CH:6][C:5]([S:8]([N:11]=[C:12]([C:14]2[C:23]3[CH2:22][CH2:21][CH2:20][C:19]4[CH:24]=[C:25]([Cl:28])[CH:26]=[CH:27][C:18]=4[C:17]=3[N:16]([C:29]3[CH:34]=[CH:33][C:32]([Cl:35])=[CH:31][C:30]=3[Cl:36])[N:15]=2)[NH:44][CH3:43])(=[O:10])=[O:9])=[CH:4][CH:3]=1. (2) Given the reactants [CH:1]1([N:4]2[C:13]3[C:8](=[CH:9][C:10]([F:37])=[C:11]([N:14]4[CH2:19][CH2:18][CH:17]([CH2:20][O:21][C:22]5[CH:27]=[CH:26][C:25]([N:28]6[CH2:32][C@H:31]([CH2:33][OH:34])[O:30][C:29]6=[O:35])=[CH:24][C:23]=5[F:36])[CH2:16][CH2:15]4)[CH:12]=3)[C:7](=[O:38])[C:6]([C:39]([OH:41])=[O:40])=[CH:5]2)[CH2:3][CH2:2]1.C([O-])([O-])=O.[K+].[K+].[CH:48]1[CH:53]=[CH:52][C:51]([CH2:54]Br)=[CH:50][CH:49]=1, predict the reaction product. The product is: [CH2:54]([O:40][C:39]([C:6]1[C:7](=[O:38])[C:8]2[C:13](=[CH:12][C:11]([N:14]3[CH2:15][CH2:16][CH:17]([CH2:20][O:21][C:22]4[CH:27]=[CH:26][C:25]([N:28]5[CH2:32][C@H:31]([CH2:33][OH:34])[O:30][C:29]5=[O:35])=[CH:24][C:23]=4[F:36])[CH2:18][CH2:19]3)=[C:10]([F:37])[CH:9]=2)[N:4]([CH:1]2[CH2:3][CH2:2]2)[CH:5]=1)=[O:41])[C:51]1[CH:52]=[CH:53][CH:48]=[CH:49][CH:50]=1. (3) Given the reactants [CH3:1][C:2]1[CH:10]=[C:9]([CH3:11])[C:8]2[N:7]([S:12]([C:15]3[CH:21]=[CH:20][C:18]([CH3:19])=[CH:17][CH:16]=3)(=[O:14])=[O:13])[CH:6]=[CH:5][C:4]=2[C:3]=1[CH:22]=[O:23].C1C(=O)N([Br:31])C(=O)C1, predict the reaction product. The product is: [Br:31][C:5]1[C:4]2[C:3]([CH:22]=[O:23])=[C:2]([CH3:1])[CH:10]=[C:9]([CH3:11])[C:8]=2[N:7]([S:12]([C:15]2[CH:21]=[CH:20][C:18]([CH3:19])=[CH:17][CH:16]=2)(=[O:14])=[O:13])[CH:6]=1.